Predict the reactants needed to synthesize the given product. From a dataset of Full USPTO retrosynthesis dataset with 1.9M reactions from patents (1976-2016). (1) Given the product [CH3:41][O:39][C:37](=[O:38])[CH2:36][C:31]1[CH:32]=[CH:33][CH:34]=[CH:35][C:30]=1[C:29]#[C:28][C:26]1[C:25]([CH3:40])=[CH:24][N:23]=[C:22]([NH:1][C:2]2[CH:7]=[CH:6][C:5]([N:8]3[CH2:13][CH2:12][N:11]([C:14]([O:16][C:17]([CH3:20])([CH3:19])[CH3:18])=[O:15])[CH2:10][CH2:9]3)=[CH:4][CH:3]=2)[N:27]=1, predict the reactants needed to synthesize it. The reactants are: [NH2:1][C:2]1[CH:7]=[CH:6][C:5]([N:8]2[CH2:13][CH2:12][N:11]([C:14]([O:16][C:17]([CH3:20])([CH3:19])[CH3:18])=[O:15])[CH2:10][CH2:9]2)=[CH:4][CH:3]=1.Cl[C:22]1[N:27]=[C:26]([C:28]#[C:29][C:30]2[CH:35]=[CH:34][CH:33]=[CH:32][C:31]=2[CH2:36][C:37]([O-:39])=[O:38])[C:25]([CH3:40])=[CH:24][N:23]=1.[CH3:41]C1(C)C2C(=C(P(C3C=CC=CC=3)C3C=CC=CC=3)C=CC=2)OC2C(P(C3C=CC=CC=3)C3C=CC=CC=3)=CC=CC1=2.C([O-])([O-])=O.[Na+].[Na+]. (2) Given the product [ClH:13].[N:1]1([CH2:6][C:7]([OH:9])=[O:8])[CH2:5][CH2:4][CH2:3][CH2:2]1, predict the reactants needed to synthesize it. The reactants are: [N:1]1([CH2:6][C:7]([OH:9])=[O:8])[CH2:5][CH2:4][CH2:3][CH2:2]1.C(#N)C.[ClH:13]. (3) Given the product [CH3:43][C:41]([C:40]([O:45][CH2:46][CH2:47][OH:48])=[O:44])=[CH2:42], predict the reactants needed to synthesize it. The reactants are: C([O-])(=O)C(C)=C.C(OCCCCCCOC(=O)C(C)=C)(=O)C(C)=C.CC(CN(C1C=CC2OCOC=2C=1)C)C.[C:40]([O:45][CH2:46][CH2:47][OH:48])(=[O:44])[C:41]([CH3:43])=[CH2:42].[CH3:43][C:41]([C:40]([O:45][CH2:46][CH2:47][OH:48])=[O:44])=[CH2:42].C12(C)C(C)(C)C(CC1)C(=O)C2=O.